This data is from Forward reaction prediction with 1.9M reactions from USPTO patents (1976-2016). The task is: Predict the product of the given reaction. (1) Given the reactants [CH2:1]([O:3][C:4](=[O:15])[C:5](=[CH:11]OCC)[C:6]([O:8][CH2:9][CH3:10])=[O:7])[CH3:2].[NH3:16].CCO, predict the reaction product. The product is: [CH2:1]([O:3][C:4](=[O:15])[C:5](=[CH:11][NH2:16])[C:6]([O:8][CH2:9][CH3:10])=[O:7])[CH3:2]. (2) The product is: [NH2:30][CH2:29][C:26]1[CH:25]=[CH:24][C:23]([C:22]([N:15]2[C:16]3[C:21](=[CH:20][CH:19]=[CH:18][CH:17]=3)[C@H:12]([N:8]([C:5]3[CH:4]=[CH:3][C:2]([Cl:1])=[CH:7][CH:6]=3)[C:9](=[O:11])[CH3:10])[CH2:13][C@@H:14]2[CH3:32])=[O:31])=[CH:28][CH:27]=1. Given the reactants [Cl:1][C:2]1[CH:7]=[CH:6][C:5]([N:8]([C@H:12]2[C:21]3[C:16](=[CH:17][CH:18]=[CH:19][CH:20]=3)[N:15]([C:22](=[O:31])[C:23]3[CH:28]=[CH:27][C:26]([C:29]#[N:30])=[CH:25][CH:24]=3)[C@@H:14]([CH3:32])[CH2:13]2)[C:9](=[O:11])[CH3:10])=[CH:4][CH:3]=1.[BH4-].[Na+], predict the reaction product.